This data is from Forward reaction prediction with 1.9M reactions from USPTO patents (1976-2016). The task is: Predict the product of the given reaction. Given the reactants [H-].[Na+].C(OP([CH2:11][C:12]([O:14][CH2:15][CH3:16])=[O:13])(OCC)=O)C.[F:17][C:18]([F:40])([F:39])[O:19][C:20]1[CH:25]=[CH:24][C:23]([N:26]2[CH:30]=[N:29][C:28]([C:31]3[CH:38]=[CH:37][C:34]([CH:35]=O)=[CH:33][CH:32]=3)=[N:27]2)=[CH:22][CH:21]=1, predict the reaction product. The product is: [F:40][C:18]([F:17])([F:39])[O:19][C:20]1[CH:25]=[CH:24][C:23]([N:26]2[CH:30]=[N:29][C:28]([C:31]3[CH:38]=[CH:37][C:34](/[CH:35]=[CH:11]/[C:12]([O:14][CH2:15][CH3:16])=[O:13])=[CH:33][CH:32]=3)=[N:27]2)=[CH:22][CH:21]=1.